From a dataset of Forward reaction prediction with 1.9M reactions from USPTO patents (1976-2016). Predict the product of the given reaction. (1) The product is: [C:1]([C:3]1[CH:4]=[C:5]2[C:13](=[CH:14][CH:15]=1)[N:12]([CH2:29][C:28]1[CH:31]=[CH:32][CH:33]=[CH:34][C:27]=1[O:26][CH3:25])[C:11]1[CH2:10][CH2:9][CH:8]([NH:16][C:17](=[O:21])[CH:18]([CH3:19])[CH3:20])[CH2:7][C:6]2=1)#[N:2]. Given the reactants [C:1]([C:3]1[CH:4]=[C:5]2[C:13](=[CH:14][CH:15]=1)[NH:12][C:11]1[CH2:10][CH2:9][CH:8]([NH:16][C:17](=[O:21])[CH:18]([CH3:20])[CH3:19])[CH2:7][C:6]2=1)#[N:2].[H-].[Na+].[Na].[CH3:25][O:26][C:27]1[CH:34]=[CH:33][CH:32]=[CH:31][C:28]=1[CH2:29]Cl, predict the reaction product. (2) Given the reactants [C:1]([O:5][C:6](=[O:29])[NH:7][C@@H:8]1[CH2:13][CH2:12][C@@H:11]([C@@H:14]([OH:28])[CH2:15][C:16]2[C:25]3[C:20](=[CH:21][CH:22]=[C:23]([O:26][CH3:27])[N:24]=3)[N:19]=[CH:18][CH:17]=2)[O:10][CH2:9]1)([CH3:4])([CH3:3])[CH3:2].CCN(C(C)C)C(C)C.N1C(=O)CC[C@H]1C(O)=O, predict the reaction product. The product is: [C:1]([O:5][C:6](=[O:29])[NH:7][C@@H:8]1[CH2:13][CH2:12][C@@H:11]([C:14](=[O:28])[CH2:15][C:16]2[C:25]3[C:20](=[CH:21][CH:22]=[C:23]([O:26][CH3:27])[N:24]=3)[N:19]=[CH:18][CH:17]=2)[O:10][CH2:9]1)([CH3:2])([CH3:4])[CH3:3]. (3) Given the reactants C([O:8][C:9]1[CH:14]=[C:13]([O:15][CH3:16])[CH:12]=[CH:11][C:10]=1[C:17]([C:19]1[CH:20]=[N:21][C:22]([O:25][CH2:26][C:27]2[N:28]=[C:29]([C:33]3[CH:38]=[CH:37][CH:36]=[CH:35][CH:34]=3)[O:30][C:31]=2[CH3:32])=[CH:23][CH:24]=1)=[O:18])C1C=CC=CC=1, predict the reaction product. The product is: [OH:8][C:9]1[CH:14]=[C:13]([O:15][CH3:16])[CH:12]=[CH:11][C:10]=1[C:17]([C:19]1[CH:20]=[N:21][C:22]([O:25][CH2:26][C:27]2[N:28]=[C:29]([C:33]3[CH:38]=[CH:37][CH:36]=[CH:35][CH:34]=3)[O:30][C:31]=2[CH3:32])=[CH:23][CH:24]=1)=[O:18]. (4) Given the reactants [OH-].[Mg+2:2].[OH-].[N+:4]([O-:7])([OH:6])=[O:5], predict the reaction product. The product is: [N+:4]([O-:7])([O-:6])=[O:5].[Mg+2:2].[N+:4]([O-:7])([O-:6])=[O:5]. (5) Given the reactants [CH3:1][CH:2]([N:4]1[C:8]([C:9]2[N:10]=[C:11]3[N:21]([CH:22]=2)[CH2:20][CH2:19][O:18][C:17]2[C:12]3=[CH:13][C:14]([C:23](=[O:25])[CH3:24])=[CH:15][CH:16]=2)=[N:7][CH:6]=[N:5]1)[CH3:3].[H-].[H-].[H-].[H-].[Li+].[Al+3], predict the reaction product. The product is: [CH3:3][CH:2]([N:4]1[C:8]([C:9]2[N:10]=[C:11]3[N:21]([CH:22]=2)[CH2:20][CH2:19][O:18][C:17]2[C:12]3=[CH:13][C:14]([CH:23]([OH:25])[CH3:24])=[CH:15][CH:16]=2)=[N:7][CH:6]=[N:5]1)[CH3:1]. (6) Given the reactants [CH3:1][NH:2][CH2:3][C:4]([O:6][CH2:7][CH3:8])=[O:5].C(N(CC)CC)C.[C:24](O[C:24]([O:26][C:27]([CH3:30])([CH3:29])[CH3:28])=[O:25])([O:26][C:27]([CH3:30])([CH3:29])[CH3:28])=[O:25], predict the reaction product. The product is: [C:27]([O:26][C:24]([N:2]([CH3:1])[CH2:3][C:4]([O:6][CH2:7][CH3:8])=[O:5])=[O:25])([CH3:28])([CH3:29])[CH3:30]. (7) Given the reactants C[O-].[Na+].[ClH:4].[NH2:5][C:6]([NH2:8])=[NH:7].[Cl:9][C:10]([C:12]1[C:16]([CH3:17])=[C:15]([CH3:18])[N:14]([C:19]2[C:28]3[C:23](=[CH:24][CH:25]=[CH:26][CH:27]=3)[N:22]=[CH:21][CH:20]=2)[CH:13]=1)=[O:11].Cl, predict the reaction product. The product is: [ClH:9].[ClH:4].[NH:7]([C:10]([C:12]1[C:16]([CH3:17])=[C:15]([CH3:18])[N:14]([C:19]2[C:28]3[C:23](=[CH:24][CH:25]=[CH:26][CH:27]=3)[N:22]=[CH:21][CH:20]=2)[CH:13]=1)=[O:11])[C:6]([NH2:8])=[NH:5]. (8) The product is: [Br:1][C:2]1[CH:7]=[CH:6][C:5]([C:8](=[C:18]2[CH2:24][CH2:23][CH2:22][CH2:21][CH2:20][CH2:19]2)[C:10]2[CH:15]=[CH:14][C:13]([OH:16])=[C:12]([Cl:17])[CH:11]=2)=[CH:4][CH:3]=1. Given the reactants [Br:1][C:2]1[CH:7]=[CH:6][C:5]([C:8]([C:10]2[CH:15]=[CH:14][C:13]([OH:16])=[C:12]([Cl:17])[CH:11]=2)=O)=[CH:4][CH:3]=1.[C:18]1(=O)[CH2:24][CH2:23][CH2:22][CH2:21][CH2:20][CH2:19]1.C([O-])([O-])=O.[K+].[K+], predict the reaction product. (9) Given the reactants C([O:3][C:4](=[O:20])[CH:5]([O:8][C:9]1[CH:10]=[C:11]2[C:16](=[CH:17][CH:18]=1)[N:15]=[CH:14][C:13]([Br:19])=[CH:12]2)[CH2:6][CH3:7])C.O1CCCC1.O.O.[OH-].[Li+], predict the reaction product. The product is: [Br:19][C:13]1[CH:14]=[N:15][C:16]2[C:11]([CH:12]=1)=[CH:10][C:9]([O:8][CH:5]([CH2:6][CH3:7])[C:4]([OH:20])=[O:3])=[CH:18][CH:17]=2. (10) Given the reactants [NH:1]1[CH:5]=[CH:4][N:3]=[C:2]1[C@@H:6]([NH:14][C:15](=[O:30])[CH2:16][N:17]1[C:25]2[CH2:24][CH2:23][CH2:22][CH2:21][C:20]=2[C:19]([C:26]([F:29])([F:28])[F:27])=[N:18]1)[CH2:7][C:8]1[CH:13]=[CH:12][CH:11]=[CH:10][CH:9]=1.Br[CH2:32][CH2:33][CH:34]([CH3:36])[CH3:35].C([O-])([O-])=O.[K+].[K+], predict the reaction product. The product is: [CH2:32]([N:3]1[CH:4]=[CH:5][N:1]=[C:2]1[C@@H:6]([NH:14][C:15](=[O:30])[CH2:16][N:17]1[C:25]2[CH2:24][CH2:23][CH2:22][CH2:21][C:20]=2[C:19]([C:26]([F:27])([F:28])[F:29])=[N:18]1)[CH2:7][C:8]1[CH:9]=[CH:10][CH:11]=[CH:12][CH:13]=1)[CH2:33][CH:34]([CH3:36])[CH3:35].